Dataset: Catalyst prediction with 721,799 reactions and 888 catalyst types from USPTO. Task: Predict which catalyst facilitates the given reaction. (1) Reactant: [C:1]([O:5][C:6]([N:8]1[CH2:12][C@H:11]([F:13])[CH2:10][C@H:9]1[C:14]([OH:16])=O)=[O:7])([CH3:4])([CH3:3])[CH3:2].ClC(N(C)C)=C(C)C.[Br:25][C:26]1[N:31]=[C:30]([NH2:32])[CH:29]=[CH:28][CH:27]=1.CCN(C(C)C)C(C)C. Product: [Br:25][C:26]1[N:31]=[C:30]([NH:32][C:14]([C@@H:9]2[CH2:10][C@@H:11]([F:13])[CH2:12][N:8]2[C:6]([O:5][C:1]([CH3:2])([CH3:3])[CH3:4])=[O:7])=[O:16])[CH:29]=[CH:28][CH:27]=1. The catalyst class is: 34. (2) Reactant: [CH:1]([C@@H:4]1[CH2:10][N:9]([C:11](=[O:21])[NH:12][C:13]2[CH:18]=[CH:17][C:16]([O:19][CH3:20])=[CH:15][CH:14]=2)[CH2:8][C:7]2[CH:22]=[CH:23][C:24]([C:26](OC)=[O:27])=[CH:25][C:6]=2[O:5]1)([CH3:3])[CH3:2].[NH2:30][OH:31].[OH-].[Na+]. Product: [OH:31][NH:30][C:26]([C:24]1[CH:25]=[CH:6][C:7]2[CH2:8][N:9]([C:11]([NH:12][C:13]3[CH:18]=[CH:17][C:16]([O:19][CH3:20])=[CH:15][CH:14]=3)=[O:21])[CH2:10][C@@H:4]([CH:1]([CH3:3])[CH3:2])[O:5][C:22]=2[CH:23]=1)=[O:27]. The catalyst class is: 36. (3) Reactant: F[C:2]1[CH:12]=[CH:11][C:5]([C:6]([O:8]CC)=[O:7])=[CH:4][C:3]=1[N+:13]([O-:15])=[O:14].[CH3:16][N:17]1[CH2:22][CH2:21][CH:20]([NH2:23])[CH2:19][CH2:18]1.C(N(CC)C(C)C)(C)C. Product: [CH3:16][N:17]1[CH2:22][CH2:21][CH:20]([NH:23][C:2]2[CH:12]=[CH:11][C:5]([C:6]([OH:8])=[O:7])=[CH:4][C:3]=2[N+:13]([O-:15])=[O:14])[CH2:19][CH2:18]1. The catalyst class is: 7. (4) Reactant: [CH3:1][NH:2][C@H:3]1[CH2:8][CH2:7][C@H:6]([NH2:9])[CH2:5][CH2:4]1.C(=O)C1C=CC=CC=1.[C:26](O[C:26]([O:28][C:29]([CH3:32])([CH3:31])[CH3:30])=[O:27])([O:28][C:29]([CH3:32])([CH3:31])[CH3:30])=[O:27]. The catalyst class is: 11. Product: [C:26]([N:2]([CH3:1])[C@H:3]1[CH2:8][CH2:7][C@H:6]([NH2:9])[CH2:5][CH2:4]1)([O:28][C:29]([CH3:30])([CH3:31])[CH3:32])=[O:27]. (5) Reactant: [CH2:1]([C:8]1[CH:9]=[N:10][C:11]2[C:16]([C:17]=1[C:18]1[CH:19]=[C:20]([CH:32]=[CH:33][CH:34]=1)[O:21][CH2:22][C:23]1[CH:24]=[C:25]([CH:29]=[CH:30][CH:31]=1)[C:26](O)=[O:27])=[CH:15][CH:14]=[CH:13][C:12]=2[C:35]([F:38])([F:37])[F:36])[C:2]1[CH:7]=[CH:6][CH:5]=[CH:4][CH:3]=1.[NH2:39][CH:40]([CH2:45][CH2:46][S:47][CH3:48])[C:41]([O:43][CH3:44])=[O:42].Cl.CN(C)CCCN=C=NCC.O.ON1C2C=CC=CC=2N=N1.CN1CCOCC1. Product: [CH2:1]([C:8]1[CH:9]=[N:10][C:11]2[C:16]([C:17]=1[C:18]1[CH:19]=[C:20]([CH:32]=[CH:33][CH:34]=1)[O:21][CH2:22][C:23]1[CH:24]=[C:25]([CH:29]=[CH:30][CH:31]=1)[C:26]([NH:39][CH:40]([CH2:45][CH2:46][S:47][CH3:48])[C:41]([O:43][CH3:44])=[O:42])=[O:27])=[CH:15][CH:14]=[CH:13][C:12]=2[C:35]([F:38])([F:36])[F:37])[C:2]1[CH:7]=[CH:6][CH:5]=[CH:4][CH:3]=1. The catalyst class is: 2. (6) Reactant: [C:1]([C:4]1[O:5][C:6]2[CH:12]=[CH:11][CH:10]=[CH:9][C:7]=2[CH:8]=1)(=[O:3])[CH3:2].[Si:13](OS(C(F)(F)F)(=O)=O)([CH:20]([CH3:22])[CH3:21])([CH:17]([CH3:19])[CH3:18])[CH:14]([CH3:16])[CH3:15].CCN(C(C)C)C(C)C. Product: [CH:14]([Si:13]([CH:20]([CH3:22])[CH3:21])([CH:17]([CH3:19])[CH3:18])[O:3][C:1]([C:4]1[O:5][C:6]2[CH:12]=[CH:11][CH:10]=[CH:9][C:7]=2[CH:8]=1)=[CH2:2])([CH3:16])[CH3:15]. The catalyst class is: 2. (7) Reactant: [OH:1][CH:2]1[CH2:6][CH2:5][N:4]([C:7]([C:9]2[CH:14]=[CH:13][CH:12]=[C:11]([N+:15]([O-])=O)[CH:10]=2)=[O:8])[CH2:3]1. Product: [NH2:15][C:11]1[CH:10]=[C:9]([C:7]([N:4]2[CH2:5][CH2:6][CH:2]([OH:1])[CH2:3]2)=[O:8])[CH:14]=[CH:13][CH:12]=1. The catalyst class is: 29. (8) Reactant: [Si:1](Cl)([C:14]([CH3:17])([CH3:16])[CH3:15])([C:8]1[CH:13]=[CH:12][CH:11]=[CH:10][CH:9]=1)[C:2]1[CH:7]=[CH:6][CH:5]=[CH:4][CH:3]=1.N1C=CN=C1.[Br:24][CH2:25][CH2:26][OH:27]. Product: [Si:1]([O:27][CH2:26][CH2:25][Br:24])([C:14]([CH3:17])([CH3:16])[CH3:15])([C:8]1[CH:13]=[CH:12][CH:11]=[CH:10][CH:9]=1)[C:2]1[CH:7]=[CH:6][CH:5]=[CH:4][CH:3]=1. The catalyst class is: 316. (9) Reactant: [OH:1][NH:2][C:3]([N:5]1[CH2:10][CH2:9][N:8]([C:11]([O:13][C:14]([CH3:17])([CH3:16])[CH3:15])=[O:12])[CH2:7][CH2:6]1)=[NH:4].[H-].[Na+].[C:20](OC)(=O)[C:21]1[CH:26]=[CH:25][CH:24]=[N:23][CH:22]=1. Product: [N:23]1[CH:24]=[CH:25][CH:26]=[C:21]([C:20]2[O:1][N:2]=[C:3]([N:5]3[CH2:6][CH2:7][N:8]([C:11]([O:13][C:14]([CH3:17])([CH3:16])[CH3:15])=[O:12])[CH2:9][CH2:10]3)[N:4]=2)[CH:22]=1. The catalyst class is: 54. (10) Reactant: [NH2:1][C:2]1[N:7]=[C:6](Cl)[C:5]([CH:9]=O)=[C:4]([Cl:11])[N:3]=1.C(N(CC)CC)C.[CH3:19][NH:20][NH2:21]. Product: [Cl:11][C:4]1[N:3]=[C:2]([NH2:1])[N:7]=[C:6]2[N:20]([CH3:19])[N:21]=[CH:9][C:5]=12. The catalyst class is: 1.